This data is from Full USPTO retrosynthesis dataset with 1.9M reactions from patents (1976-2016). The task is: Predict the reactants needed to synthesize the given product. Given the product [CH2:1]([O:3][C:4]1[N:8]([CH2:9][C:10]2[CH:11]=[CH:12][C:13]([C:16]3[CH:21]=[CH:20][CH:19]=[CH:18][C:17]=3[C:22]3[NH:26][C:25](=[O:27])[O:24][N:23]=3)=[CH:14][CH:15]=2)[C:7]2[C:28]([C:32]([O:34][CH:36]3[CH2:40][O:39][C:38](=[O:41])[O:37]3)=[O:33])=[CH:29][CH:30]=[CH:31][C:6]=2[N:5]=1)[CH3:2], predict the reactants needed to synthesize it. The reactants are: [CH2:1]([O:3][C:4]1[N:8]([CH2:9][C:10]2[CH:15]=[CH:14][C:13]([C:16]3[CH:21]=[CH:20][CH:19]=[CH:18][C:17]=3[C:22]3[NH:26][C:25](=[O:27])[O:24][N:23]=3)=[CH:12][CH:11]=2)[C:7]2[C:28]([C:32]([OH:34])=[O:33])=[CH:29][CH:30]=[CH:31][C:6]=2[N:5]=1)[CH3:2].Cl[CH:36]1[CH2:40][O:39][C:38](=[O:41])[O:37]1.C(N(CC)CC)C.